Dataset: Catalyst prediction with 721,799 reactions and 888 catalyst types from USPTO. Task: Predict which catalyst facilitates the given reaction. (1) Reactant: [OH:1][C:2]1[CH:9]=[CH:8][C:5]([C:6]#[N:7])=[CH:4][CH:3]=1.[I-].[Na+].[H-].[Na+].Cl[CH2:15][S:16][CH3:17]. Product: [CH3:15][S:16][CH2:17][O:1][C:2]1[CH:9]=[CH:8][C:5]([C:6]#[N:7])=[CH:4][CH:3]=1. The catalyst class is: 35. (2) Reactant: [CH3:1][O:2][CH2:3][C:4]#[CH:5].CCN(CC)CC.[CH3:13][O:14][C:15]([C:17]1[C:22]([NH2:23])=[CH:21][C:20](Br)=[CH:19][N:18]=1)=[O:16].O. Product: [CH3:13][O:14][C:15]([C:17]1[C:22]([NH2:23])=[CH:21][C:20]([C:5]#[C:4][CH2:3][O:2][CH3:1])=[CH:19][N:18]=1)=[O:16]. The catalyst class is: 540. (3) The catalyst class is: 12. Product: [ClH:38].[ClH:38].[NH2:4][C@@:5]([C@@H:26]1[CH2:30][CH2:29][NH:28][CH2:27]1)([CH2:6][CH2:7][CH2:8][CH2:9][B:10]([OH:11])[OH:14])[C:19]([OH:25])=[O:39]. Reactant: C([NH:4][C:5]([C@@H:26]1[CH2:30][CH2:29][N:28](C(OC(C)(C)C)=O)[CH2:27]1)([C:19](=[O:25])NC(C)(C)C)[CH2:6][CH2:7][CH2:8][CH2:9][B:10]1[O:14]C(C)(C)C(C)(C)[O:11]1)(=O)C.[ClH:38].[OH2:39].